Regression. Given a peptide amino acid sequence and an MHC pseudo amino acid sequence, predict their binding affinity value. This is MHC class I binding data. From a dataset of Peptide-MHC class I binding affinity with 185,985 pairs from IEDB/IMGT. (1) The peptide sequence is RAWGRRLMI. The MHC is HLA-B15:09 with pseudo-sequence HLA-B15:09. The binding affinity (normalized) is 0.0847. (2) The peptide sequence is MCTELKLSDY. The MHC is HLA-A29:02 with pseudo-sequence HLA-A29:02. The binding affinity (normalized) is 0.406. (3) The peptide sequence is IPRACQKSL. The MHC is HLA-A29:02 with pseudo-sequence HLA-A29:02. The binding affinity (normalized) is 0.0847. (4) The peptide sequence is KRIRLKHIF. The MHC is HLA-A01:01 with pseudo-sequence HLA-A01:01. The binding affinity (normalized) is 0.0847. (5) The peptide sequence is VHVASGFIE. The MHC is Mamu-A07 with pseudo-sequence Mamu-A07. The binding affinity (normalized) is 0.277.